The task is: Predict which catalyst facilitates the given reaction.. This data is from Catalyst prediction with 721,799 reactions and 888 catalyst types from USPTO. (1) Reactant: [N+:1]([C:4]1[CH:5]=[N:6][NH:7][CH:8]=1)([O-])=O.[CH:9]1([CH:12]([CH:14]2[CH2:16][CH2:15]2)O)[CH2:11][CH2:10]1.C1(P(C2C=CC=CC=2)C2C=CC=CC=2)C=CC=CC=1.C1(C)C=CC=CC=1.N(C(OC(C)C)=O)=NC(OC(C)C)=O. Product: [CH:9]1([CH:12]([CH:14]2[CH2:16][CH2:15]2)[N:6]2[CH:5]=[C:4]([NH2:1])[CH:8]=[N:7]2)[CH2:11][CH2:10]1. The catalyst class is: 20. (2) Reactant: [Br:1][C:2]1[C:3](Cl)=[N:4][C:5]([Cl:8])=[N:6][CH:7]=1.[CH:10]1([NH2:15])[CH2:14][CH2:13][CH2:12][CH2:11]1.CCN(C(C)C)C(C)C. The catalyst class is: 14. Product: [Br:1][C:2]1[C:3]([NH:15][CH:10]2[CH2:14][CH2:13][CH2:12][CH2:11]2)=[N:4][C:5]([Cl:8])=[N:6][CH:7]=1. (3) Reactant: [H-].[Na+].[C:3](OC)(=[O:5])[CH3:4].[CH3:8][C:9]1([CH3:16])[C@@H:14]2[C@H:10]1[CH2:11][C:12](=[O:15])[CH2:13]2.C(O)(=O)CC(CC(O)=O)(C(O)=O)O. Product: [C:3]([CH:13]1[C:12](=[O:15])[CH2:11][CH:10]2[CH:14]1[C:9]2([CH3:16])[CH3:8])(=[O:5])[CH3:4]. The catalyst class is: 12. (4) Reactant: [CH3:1][N:2]1[CH2:7][CH2:6][NH:5][CH2:4][CH2:3]1.Cl[CH2:9][C:10]1[CH:39]=[CH:38][C:13]([C:14]([NH:16][C:17]2[CH:22]=[CH:21][C:20]([CH3:23])=[C:19]([NH:24][C:25]3[N:30]=[C:29]([C:31]4[CH:32]=[N+:33]([O-:37])[CH:34]=[CH:35][CH:36]=4)[CH:28]=[CH:27][N:26]=3)[CH:18]=2)=[O:15])=[CH:12][CH:11]=1.C(OCC)(=O)C. Product: [CH3:1][N:2]1[CH2:7][CH2:6][N:5]([CH2:9][C:10]2[CH:11]=[CH:12][C:13]([C:14]([NH:16][C:17]3[CH:22]=[CH:21][C:20]([CH3:23])=[C:19]([NH:24][C:25]4[N:30]=[C:29]([C:31]5[CH:32]=[N+:33]([O-:37])[CH:34]=[CH:35][CH:36]=5)[CH:28]=[CH:27][N:26]=4)[CH:18]=3)=[O:15])=[CH:38][CH:39]=2)[CH2:4][CH2:3]1. The catalyst class is: 8. (5) Reactant: C([O:4][C@@H:5]1[C@H:9]([O:10]C(=O)C)[C@@H:8]([CH3:14])[O:7][C@H:6]1[N:15]1[CH:34]=[C:33]([F:35])[C:19]([NH:20][C:21]([O:23][CH2:24][C:25]2[S:26][C:27]([N+:30]([O-:32])=[O:31])=[CH:28][CH:29]=2)=[O:22])=[N:18][C:16]1=[O:17])(=O)C.[OH-].[Na+].Cl. Product: [F:35][C:33]1[C:19]([NH:20][C:21]([O:23][CH2:24][C:25]2[S:26][C:27]([N+:30]([O-:32])=[O:31])=[CH:28][CH:29]=2)=[O:22])=[N:18][C:16](=[O:17])[N:15]([CH:34]=1)[C@@H:6]1[O:7][C@H:8]([CH3:14])[C@@H:9]([OH:10])[C@H:5]1[OH:4]. The catalyst class is: 24. (6) Reactant: [OH:1][CH2:2][C:3]1[O:7][N:6]=[C:5]([O:8][CH2:9][C:10]2[N:11]=[C:12]([C:16]3[CH:21]=[CH:20][C:19]([CH2:22][C:23]([O:25][CH2:26][CH3:27])=[O:24])=[CH:18][CH:17]=3)[O:13][C:14]=2[CH3:15])[CH:4]=1.[CH2:28]([C:30]1[S:31][CH:32]=[C:33](/[CH:35]=[CH:36]/[C:37]2[C:38](O)=[N:39][N:40]([C:42]3[CH:47]=[CH:46][CH:45]=[CH:44][CH:43]=3)[CH:41]=2)[N:34]=1)[CH3:29].N(C(N1CCCCC1)=O)=NC(N1CCCCC1)=O.C(P(CCCC)CCCC)CCC. Product: [CH2:28]([C:30]1[S:31][CH:32]=[C:33](/[CH:35]=[CH:36]/[C:37]2[C:38]([O:1][CH2:2][C:3]3[O:7][N:6]=[C:5]([O:8][CH2:9][C:10]4[N:11]=[C:12]([C:16]5[CH:21]=[CH:20][C:19]([CH2:22][C:23]([O:25][CH2:26][CH3:27])=[O:24])=[CH:18][CH:17]=5)[O:13][C:14]=4[CH3:15])[CH:4]=3)=[N:39][N:40]([C:42]3[CH:47]=[CH:46][CH:45]=[CH:44][CH:43]=3)[CH:41]=2)[N:34]=1)[CH3:29]. The catalyst class is: 7.